Dataset: Reaction yield outcomes from USPTO patents with 853,638 reactions. Task: Predict the reaction yield, written as a fraction of the theoretical maximum amount of product (1.0 means a 100% yield; for example, 0.34 means a 34% yield). (1) The reactants are CC(OC(/N=N/C(OC(C)(C)C)=O)=O)(C)C.[Cl:17][C:18]1[CH:19]=[C:20]([CH:35]=[CH:36][C:37]=1[F:38])[NH:21][C:22]1[C:31]2[C:30]([OH:32])=[CH:29][C:28]([O:33][CH3:34])=[CH:27][C:26]=2[N:25]=[CH:24][N:23]=1.[Si:39]([O:46][C@H:47]1[CH2:51][N:50]([C:52]([O:54][C:55]([CH3:58])([CH3:57])[CH3:56])=[O:53])[C@H:49]([CH2:59]O)[CH2:48]1)([C:42]([CH3:45])([CH3:44])[CH3:43])([CH3:41])[CH3:40].C1(P(C2C=CC=CC=2)C2C=CC=CC=2)C=CC=CC=1. The catalyst is C(Cl)Cl. The product is [Si:39]([O:46][C@H:47]1[CH2:51][N:50]([C:52]([O:54][C:55]([CH3:58])([CH3:57])[CH3:56])=[O:53])[C@H:49]([CH2:59][O:32][C:30]2[CH:29]=[C:28]([O:33][CH3:34])[CH:27]=[C:26]3[C:31]=2[C:22]([NH:21][C:20]2[CH:35]=[CH:36][C:37]([F:38])=[C:18]([Cl:17])[CH:19]=2)=[N:23][CH:24]=[N:25]3)[CH2:48]1)([C:42]([CH3:45])([CH3:44])[CH3:43])([CH3:41])[CH3:40]. The yield is 0.700. (2) The reactants are [NH2:1][C:2]1[CH:24]=[CH:23][C:5]2[N:6]=[C:7]([S:9][CH2:10][C:11]([N:13]3[C:22]4[C:17](=[CH:18][CH:19]=[CH:20][CH:21]=4)[CH2:16][CH2:15][CH2:14]3)=[O:12])[S:8][C:4]=2[CH:3]=1.[CH3:25][C:26](OC(C)=O)=[O:27].CCN(CC)CC. The catalyst is C(Cl)Cl. The product is [N:13]1([C:11](=[O:12])[CH2:10][S:9][C:7]2[S:8][C:4]3[CH:3]=[C:2]([NH:1][C:26](=[O:27])[CH3:25])[CH:24]=[CH:23][C:5]=3[N:6]=2)[C:22]2[C:17](=[CH:18][CH:19]=[CH:20][CH:21]=2)[CH2:16][CH2:15][CH2:14]1. The yield is 0.860.